Dataset: Catalyst prediction with 721,799 reactions and 888 catalyst types from USPTO. Task: Predict which catalyst facilitates the given reaction. (1) Reactant: Cl.[Cl:2][C:3]1[C:4]([CH2:9][NH2:10])=[N:5][CH:6]=[CH:7][N:8]=1.CCN=C=NCCCN(C)C.Cl.C(N(CC)C(C)C)(C)C.ON1C2C=CC=CC=2N=N1.[CH2:42]([O:49][C:50]([NH:52][CH2:53][C@H:54]1[CH2:59][CH2:58][C@H:57]([C:60](O)=[O:61])[CH2:56][CH2:55]1)=[O:51])[C:43]1[CH:48]=[CH:47][CH:46]=[CH:45][CH:44]=1. Product: [Cl:2][C:3]1[C:4]([CH2:9][NH:10][C:60]([C@H:57]2[CH2:56][CH2:55][C@H:54]([CH2:53][NH:52][C:50](=[O:51])[O:49][CH2:42][C:43]3[CH:48]=[CH:47][CH:46]=[CH:45][CH:44]=3)[CH2:59][CH2:58]2)=[O:61])=[N:5][CH:6]=[CH:7][N:8]=1. The catalyst class is: 2. (2) Reactant: [Cl:1][C:2]1[CH:7]=[C:6]([Cl:8])[N:5]=[C:4]2[NH:9][CH:10]=[C:11]([C:12]#[N:13])[C:3]=12.C(N(CC)CC)C.[C:21]1([S:27](Cl)(=[O:29])=[O:28])[CH:26]=[CH:25][CH:24]=[CH:23][CH:22]=1. Product: [C:21]1([S:27]([N:9]2[C:4]3=[N:5][C:6]([Cl:8])=[CH:7][C:2]([Cl:1])=[C:3]3[C:11]([C:12]#[N:13])=[CH:10]2)(=[O:29])=[O:28])[CH:26]=[CH:25][CH:24]=[CH:23][CH:22]=1. The catalyst class is: 112. (3) Reactant: [Cl:1][C:2]1[CH:3]=[C:4]([CH:12]=[CH:13][C:14]=1[CH:15]1[CH2:20][CH2:19][CH2:18][C:17](=[O:21])[CH2:16]1)[C:5]([O:7][C:8]([CH3:11])([CH3:10])[CH3:9])=[O:6].[Na].[Cl-].[NH4+]. Product: [Cl:1][C:2]1[CH:3]=[C:4]([CH:12]=[CH:13][C:14]=1[CH:15]1[CH2:20][CH2:19][CH2:18][CH:17]([OH:21])[CH2:16]1)[C:5]([O:7][C:8]([CH3:11])([CH3:10])[CH3:9])=[O:6]. The catalyst class is: 5. (4) Reactant: [O:1]=[C:2]([NH:10][CH2:11][CH2:12][CH2:13][CH2:14][NH:15][C:16](=[O:25])[O:17][CH2:18][C:19]1[CH:24]=[CH:23][CH:22]=[CH:21][CH:20]=1)[NH:3][NH:4][C:5](OCC)=[O:6].C([O-])([O-])=O.[K+].[K+]. Product: [O:6]=[C:5]1[N:10]([CH2:11][CH2:12][CH2:13][CH2:14][NH:15][C:16](=[O:25])[O:17][CH2:18][C:19]2[CH:24]=[CH:23][CH:22]=[CH:21][CH:20]=2)[C:2](=[O:1])[NH:3][NH:4]1. The catalyst class is: 8. (5) Reactant: [Cl-].[Al+3].[Cl-].[Cl-].[CH:5]([C:8]1[CH:16]=[CH:15][C:11]([C:12](Cl)=O)=[CH:10][CH:9]=1)([CH3:7])[CH3:6].[CH3:17][N:18]1[CH:22]=[CH:21][CH:20]=[C:19]1[CH2:23][C:24]#[N:25]. Product: [CH:5]([C:8]1[CH:16]=[CH:15][C:11]([CH2:12][C:22]2[N:18]([CH3:17])[C:19]([CH2:23][C:24]#[N:25])=[CH:20][CH:21]=2)=[CH:10][CH:9]=1)([CH3:7])[CH3:6]. The catalyst class is: 26. (6) Reactant: [N:1]#[C:2][NH2:3].[H-].[Na+].[N+](C1C=CC([O:15][C:16]([N:18]2[CH2:23][CH2:22][CH:21]([N:24]3[C:32]4[C:31]([O:33][C:34]5[CH:39]=[CH:38][C:37]([O:40][C:41]6[CH:46]=[CH:45][CH:44]=[CH:43][CH:42]=6)=[CH:36][CH:35]=5)=[N:30][CH:29]=[N:28][C:27]=4[CH:26]=[CH:25]3)[CH2:20][CH2:19]2)=O)=CC=1)([O-])=O. Product: [C:2]([NH:3][C:16]([N:18]1[CH2:23][CH2:22][CH:21]([N:24]2[C:32]3[C:31]([O:33][C:34]4[CH:39]=[CH:38][C:37]([O:40][C:41]5[CH:46]=[CH:45][CH:44]=[CH:43][CH:42]=5)=[CH:36][CH:35]=4)=[N:30][CH:29]=[N:28][C:27]=3[CH:26]=[CH:25]2)[CH2:20][CH2:19]1)=[O:15])#[N:1]. The catalyst class is: 1. (7) Reactant: Cl[C:2]1[C:7]([CH:8]([CH2:13][CH2:14][CH3:15])[C:9]([O:11][CH3:12])=[O:10])=[C:6]([CH3:16])[N:5]=[C:4]([C:17]2[CH:22]=[CH:21][CH:20]=[CH:19][CH:18]=2)[N:3]=1.C(N(CC)C(C)C)(C)C.CC1(C)C(C)(C)OB([C:40]2[CH:48]=[CH:47][C:43]3[N:44]=[CH:45][S:46][C:42]=3[CH:41]=2)O1. Product: [S:46]1[C:42]2[CH:41]=[C:40]([C:2]3[C:7]([CH:8]([CH2:13][CH2:14][CH3:15])[C:9]([O:11][CH3:12])=[O:10])=[C:6]([CH3:16])[N:5]=[C:4]([C:17]4[CH:22]=[CH:21][CH:20]=[CH:19][CH:18]=4)[N:3]=3)[CH:48]=[CH:47][C:43]=2[N:44]=[CH:45]1. The catalyst class is: 659. (8) Reactant: I([O-])(=O)(=O)=O.[Na+].[I:7]I.[Cl:9][C:10]1[CH:15]=[CH:14][C:13]([CH2:16][CH2:17][C:18]([O:20][CH3:21])=[O:19])=[CH:12][CH:11]=1. Product: [Cl:9][C:10]1[CH:11]=[CH:12][C:13]([CH2:16][CH2:17][C:18]([O:20][CH3:21])=[O:19])=[CH:14][C:15]=1[I:7]. The catalyst class is: 65.